Predict which catalyst facilitates the given reaction. From a dataset of Catalyst prediction with 721,799 reactions and 888 catalyst types from USPTO. (1) Reactant: C(N(CC)CC)C.[CH2:8]([N:10]=[C:11]=[O:12])[CH3:9].[Cl:13][C:14]1[CH:19]=[CH:18][C:17]([O:20][C:21]2[CH:25]=[C:24]([CH3:26])[NH:23][N:22]=2)=[C:16]([C:27]([F:30])([F:29])[F:28])[CH:15]=1.Cl. Product: [CH2:8]([NH:10][C:11]([N:23]1[C:24]([CH3:26])=[CH:25][C:21]([O:20][C:17]2[CH:18]=[CH:19][C:14]([Cl:13])=[CH:15][C:16]=2[C:27]([F:30])([F:28])[F:29])=[N:22]1)=[O:12])[CH3:9]. The catalyst class is: 13. (2) Reactant: [C:1]([O:5][C:6]([NH:8][C:9]1[C:13]2=[N:14][CH:15]=[C:16]([C:18]([CH3:20])=[CH2:19])[CH:17]=[C:12]2[O:11][C:10]=1[C:21]([O:23][CH2:24][CH3:25])=[O:22])=[O:7])([CH3:4])([CH3:3])[CH3:2]. Product: [C:1]([O:5][C:6]([NH:8][C:9]1[C:13]2=[N:14][CH:15]=[C:16]([CH:18]([CH3:20])[CH3:19])[CH:17]=[C:12]2[O:11][C:10]=1[C:21]([O:23][CH2:24][CH3:25])=[O:22])=[O:7])([CH3:2])([CH3:3])[CH3:4]. The catalyst class is: 43. (3) Reactant: [C:1]([C:3]1[CH:4]=[C:5]([N:9]2[CH2:14][CH2:13][N:12]([CH2:15][CH2:16][CH:17]3[CH2:22][CH2:21][CH:20]([NH:23][C:24](=O)[CH2:25][CH2:26][CH2:27][O:28][CH3:29])[CH2:19][CH2:18]3)[CH2:11][CH2:10]2)[CH:6]=[CH:7][CH:8]=1)#[N:2].CS(C)=[O:33].C(=O)([O-])[O-].[K+].[K+].[H][H]. Product: [CH3:29][O:28][CH2:27][CH2:26][CH2:25][CH2:24][NH:23][CH:20]1[CH2:19][CH2:18][CH:17]([CH2:16][CH2:15][N:12]2[CH2:11][CH2:10][N:9]([C:5]3[CH:4]=[C:3]([CH:8]=[CH:7][CH:6]=3)[C:1]([NH2:2])=[O:33])[CH2:14][CH2:13]2)[CH2:22][CH2:21]1. The catalyst class is: 6. (4) Reactant: ClCCl.Br[C:5]1[CH:15]=[CH:14][C:8]2[N:9]([CH3:13])[C:10]([CH3:12])=[N:11][C:7]=2[CH:6]=1.[CH3:16][C:17]1([CH3:33])[C:21]([CH3:23])([CH3:22])[O:20][B:19]([B:19]2[O:20][C:21]([CH3:23])([CH3:22])[C:17]([CH3:33])([CH3:16])[O:18]2)[O:18]1.C([O-])(=O)C.[K+]. Product: [CH3:13][N:9]1[C:8]2[CH:14]=[CH:15][C:5]([B:19]3[O:20][C:21]([CH3:23])([CH3:22])[C:17]([CH3:33])([CH3:16])[O:18]3)=[CH:6][C:7]=2[N:11]=[C:10]1[CH3:12]. The catalyst class is: 75. (5) Reactant: [F:1][C:2]1[CH:7]=[C:6]([F:8])[CH:5]=[CH:4][C:3]=1[C:9]([OH:32])([CH2:26][N:27]1[CH:31]=[N:30][N:29]=[N:28]1)[C:10]([F:25])([F:24])[C:11]1[CH:16]=[CH:15][C:14](/[CH:17]=[CH:18]/[CH2:19][O:20][CH:21]([CH3:23])[CH3:22])=[CH:13][N:12]=1. Product: [F:1][C:2]1[CH:7]=[C:6]([F:8])[CH:5]=[CH:4][C:3]=1[C:9]([OH:32])([CH2:26][N:27]1[CH:31]=[N:30][N:29]=[N:28]1)[C:10]([F:25])([F:24])[C:11]1[CH:16]=[CH:15][C:14]([CH2:17][CH2:18][CH2:19][O:20][CH:21]([CH3:23])[CH3:22])=[CH:13][N:12]=1. The catalyst class is: 19.